This data is from Catalyst prediction with 721,799 reactions and 888 catalyst types from USPTO. The task is: Predict which catalyst facilitates the given reaction. (1) The catalyst class is: 2. Reactant: [CH3:1][C:2]1[CH:3]=[N:4][C:5]2[N:6]([N:8]=[C:9]([CH2:11][OH:12])[N:10]=2)[CH:7]=1.CC1(C)N([O])C(C)(C)CCC1.C(O)(=O)C.C(O)(=O)C.IC1C=CC=CC=1.COC(C)(C)C. Product: [CH3:1][C:2]1[CH:3]=[N:4][C:5]2[N:6]([N:8]=[C:9]([CH:11]=[O:12])[N:10]=2)[CH:7]=1. (2) Reactant: C1CCN2C(=NCCC2)CC1.[Cl:12][C:13]1[CH:14]=[CH:15][C:16]([O:21][C:22]([F:25])([F:24])[F:23])=[C:17]([CH2:19]O)[CH:18]=1.C1C=CC(P([N:40]=[N+:41]=[N-:42])(C2C=CC=CC=2)=O)=CC=1.CCOC(C)=O. Product: [N:40]([CH2:19][C:17]1[CH:18]=[C:13]([Cl:12])[CH:14]=[CH:15][C:16]=1[O:21][C:22]([F:25])([F:24])[F:23])=[N+:41]=[N-:42]. The catalyst class is: 11. (3) Reactant: [NH2:1][CH2:2][C:3]1[CH:38]=[CH:37][C:6]([O:7][C:8]2[CH:13]=[CH:12][C:11]([C:14]3[C:22]4[C:17](=[N:18][CH:19]=[N:20][C:21]=4[NH2:23])[N:16]([C@H:24]4[CH2:29][CH2:28][C@@H:27]([N:30]5[CH2:35][CH2:34][N:33]([CH3:36])[CH2:32][CH2:31]5)[CH2:26][CH2:25]4)[N:15]=3)=[CH:10][CH:9]=2)=[CH:5][CH:4]=1.[CH2:39]([N:46]=[C:47]=[O:48])[C:40]1[CH:45]=[CH:44][CH:43]=[CH:42][CH:41]=1. Product: [C:6]([OH:48])(=[O:7])[CH3:37].[NH2:23][C:21]1[N:20]=[CH:19][N:18]=[C:17]2[N:16]([C@H:24]3[CH2:29][CH2:28][C@@H:27]([N:30]4[CH2:35][CH2:34][N:33]([CH3:36])[CH2:32][CH2:31]4)[CH2:26][CH2:25]3)[N:15]=[C:14]([C:11]3[CH:12]=[CH:13][C:8]([O:7][C:6]4[CH:5]=[CH:4][C:3]([CH2:2][NH:1][C:47]([NH:46][CH2:39][C:40]5[CH:45]=[CH:44][CH:43]=[CH:42][CH:41]=5)=[O:48])=[CH:38][CH:37]=4)=[CH:9][CH:10]=3)[C:22]=12. The catalyst class is: 17. (4) Reactant: [Cl:1][C:2]1[CH:7]=[CH:6][C:5]([S:8]([N:11]2[C:17]3[CH:18]=[CH:19][CH:20]=[CH:21][C:16]=3[CH2:15][CH2:14][CH2:13][CH2:12]2)(=[O:10])=[O:9])=[CH:4][C:3]=1B1OC(C)(C)C(C)(C)O1.Br[C:32]1[C:33]([CH3:39])=[CH:34][C:35]([Cl:38])=[N:36][CH:37]=1.C([O-])([O-])=O.[K+].[K+]. Product: [Cl:1][C:2]1[CH:7]=[CH:6][C:5]([S:8]([N:11]2[C:17]3[CH:18]=[CH:19][CH:20]=[CH:21][C:16]=3[CH2:15][CH2:14][CH2:13][CH2:12]2)(=[O:9])=[O:10])=[CH:4][C:3]=1[C:32]1[CH:37]=[N:36][C:35]([Cl:38])=[CH:34][C:33]=1[CH3:39]. The catalyst class is: 77. (5) The catalyst class is: 76. Reactant: [NH2:1][CH2:2][C:3]1[C:4]([NH:19][C@H:20]([C:22]2[CH:27]=[CH:26][C:25]([F:28])=[CH:24][CH:23]=2)[CH3:21])=[N:5][C:6]([NH:10][C:11]2[CH:15]=[C:14]([CH:16]3[CH2:18][CH2:17]3)[NH:13][N:12]=2)=[C:7]([F:9])[CH:8]=1.[O:29]=[C:30]1[NH:34][CH:33]([C:35](O)=[O:36])[CH2:32][CH2:31]1. Product: [CH:16]1([C:14]2[NH:13][N:12]=[C:11]([NH:10][C:6]3[N:5]=[C:4]([NH:19][C@H:20]([C:22]4[CH:23]=[CH:24][C:25]([F:28])=[CH:26][CH:27]=4)[CH3:21])[C:3]([CH2:2][N:1]4[C:35](=[O:36])[CH2:33][CH2:32][CH:31]4[C:30]([NH2:34])=[O:29])=[CH:8][C:7]=3[F:9])[CH:15]=2)[CH2:18][CH2:17]1.